From a dataset of Full USPTO retrosynthesis dataset with 1.9M reactions from patents (1976-2016). Predict the reactants needed to synthesize the given product. (1) Given the product [Cl:13][C:11]1[CH:12]=[C:7]([C:5]([OH:6])=[O:4])[C:8]2[CH:16]=[CH:15][NH:14][C:9]=2[N:10]=1, predict the reactants needed to synthesize it. The reactants are: [OH-].[Li+].C[O:4][C:5]([C:7]1[C:8]2[CH:16]=[CH:15][NH:14][C:9]=2[N:10]=[C:11]([Cl:13])[CH:12]=1)=[O:6].Cl. (2) Given the product [Br:7][C:8]1[CH:21]=[C:20]2[C:11]([O:12][C:13]3[C:14]([C:23]4[NH:28][C:27](=[O:29])[CH:26]=[C:25]([N:30]5[CH2:35][CH2:34][O:33][CH2:32][CH2:31]5)[CH:24]=4)=[CH:15][CH:16]=[CH:17][C:18]=3[CH2:19]2)=[CH:10][CH:9]=1, predict the reactants needed to synthesize it. The reactants are: B.O1CCCC1.[Br:7][C:8]1[CH:21]=[C:20]2[C:11]([O:12][C:13]3[C:14]([C:23]4[NH:28][C:27](=[O:29])[CH:26]=[C:25]([N:30]5[CH2:35][CH2:34][O:33][CH2:32][CH2:31]5)[CH:24]=4)=[CH:15][CH:16]=[CH:17][C:18]=3[C:19]2=O)=[CH:10][CH:9]=1. (3) Given the product [Br:28][CH2:2][C:3]1[CH:8]=[C:7]([C:9]([F:12])([F:11])[F:10])[CH:6]=[CH:5][C:4]=1[C:13]1([O:26][CH3:27])[CH2:18][CH2:17][N:16]([C:19]([O:21][C:22]([CH3:25])([CH3:24])[CH3:23])=[O:20])[CH2:15][CH2:14]1, predict the reactants needed to synthesize it. The reactants are: O[CH2:2][C:3]1[CH:8]=[C:7]([C:9]([F:12])([F:11])[F:10])[CH:6]=[CH:5][C:4]=1[C:13]1([O:26][CH3:27])[CH2:18][CH2:17][N:16]([C:19]([O:21][C:22]([CH3:25])([CH3:24])[CH3:23])=[O:20])[CH2:15][CH2:14]1.[Br:28]N1C(=O)CCC1=O.C1(P(C2C=CC=CC=2)C2C=CC=CC=2)C=CC=CC=1. (4) The reactants are: [C:1](Cl)(=[O:8])[C:2]1[CH:7]=[CH:6][CH:5]=[CH:4][CH:3]=1.[CH:10]1[C:23]2[C:24]3=[C:25]4[C:20](=[CH:21][CH:22]=2)[CH:19]=[CH:18][CH:17]=[C:16]4[CH:15]=[CH:14][C:13]3=[CH:12][CH:11]=1.Cl[CH2:27][CH2:28]Cl.[Cl-].[Al+3].[Cl-].[Cl-].[CH3:34][OH:35]. Given the product [C:1]([C:18]1[CH:17]=[C:16]2[C:25]3=[C:24]4[C:13](=[CH:12][C:11]([C:34](=[O:35])[C:28]5[CH:27]=[CH:4][CH:3]=[CH:2][CH:1]=5)=[CH:10][C:23]4=[CH:22][CH:21]=[C:20]3[CH:19]=1)[CH:14]=[CH:15]2)(=[O:8])[C:2]1[CH:7]=[CH:6][CH:5]=[CH:4][CH:3]=1, predict the reactants needed to synthesize it. (5) Given the product [OH:11][C:12]1[C:19]([CH3:20])=[CH:18][CH:17]=[CH:16][C:13]=1[CH2:14][NH:15][C:2]1[N:10]=[CH:9][N:8]=[C:7]2[C:3]=1[NH:4][CH:5]=[N:6]2, predict the reactants needed to synthesize it. The reactants are: Cl[C:2]1[N:10]=[CH:9][N:8]=[C:7]2[C:3]=1[NH:4][CH:5]=[N:6]2.[OH:11][C:12]1[C:19]([CH3:20])=[CH:18][CH:17]=[CH:16][C:13]=1[CH2:14][NH2:15].C(N(CC)CC)C. (6) Given the product [F:1][C:2]1[C:3]([CH3:25])=[C:4]([C:8]2([C:21]([O:23][CH3:24])=[O:22])[CH2:12][CH2:11][C:10]([C:27]3[CH:32]=[N:31][CH:30]=[CH:29][N:28]=3)=[CH:9]2)[CH:5]=[CH:6][CH:7]=1, predict the reactants needed to synthesize it. The reactants are: [F:1][C:2]1[C:3]([CH3:25])=[C:4]([C:8]2([C:21]([O:23][CH3:24])=[O:22])[CH2:12][CH2:11][C:10](OS(C(F)(F)F)(=O)=O)=[CH:9]2)[CH:5]=[CH:6][CH:7]=1.Br[C:27]1[CH:32]=[N:31][CH:30]=[CH:29][N:28]=1.